The task is: Predict the reactants needed to synthesize the given product.. This data is from Full USPTO retrosynthesis dataset with 1.9M reactions from patents (1976-2016). (1) Given the product [C:1]([O:4][C:5]1[CH:25]=[CH:24][C:8]([CH:9]2[CH2:18][C:17]3[C:12](=[CH:13][C:14]([O:19][C:20](=[O:22])[CH3:21])=[CH:15][CH:16]=3)[O:11][CH:10]2[CH3:23])=[CH:7][CH:6]=1)(=[O:3])[CH3:2], predict the reactants needed to synthesize it. The reactants are: [C:1]([O:4][C:5]1[CH:25]=[CH:24][C:8]([C:9]2[CH:10]([CH3:23])[O:11][C:12]3[C:17]([CH:18]=2)=[CH:16][CH:15]=[C:14]([O:19][C:20](=[O:22])[CH3:21])[CH:13]=3)=[CH:7][CH:6]=1)(=[O:3])[CH3:2]. (2) Given the product [CH3:33][C:26]([O:25][C:24]1[CH:34]=[CH:35][C:21]([CH2:20][CH2:19][NH:18][C:2]2[C:3](=[O:17])[N:4]([CH3:16])[C:5](=[O:15])[N:6]([CH2:8][CH2:9][CH2:10][C:11]([F:14])([F:13])[F:12])[N:7]=2)=[CH:22][CH:23]=1)([CH3:32])[C:27]([O:29][CH2:30][CH3:31])=[O:28], predict the reactants needed to synthesize it. The reactants are: Br[C:2]1[C:3](=[O:17])[N:4]([CH3:16])[C:5](=[O:15])[N:6]([CH2:8][CH2:9][CH2:10][C:11]([F:14])([F:13])[F:12])[N:7]=1.[NH2:18][CH2:19][CH2:20][C:21]1[CH:35]=[CH:34][C:24]([O:25][C:26]([CH3:33])([CH3:32])[C:27]([O:29][CH2:30][CH3:31])=[O:28])=[CH:23][CH:22]=1. (3) Given the product [NH2:2][C:1]1[C:3]2[C:8]([C:9]3[CH:14]=[CH:13][C:12]([Cl:15])=[C:11]([Cl:16])[CH:10]=3)=[N:7][C:6]([CH:17]([CH3:19])[CH3:18])=[N:5][C:4]=2[S:20][C:21]=1[C:22]([NH2:24])=[O:23], predict the reactants needed to synthesize it. The reactants are: [C:1]([C:3]1[C:4]([S:20][CH2:21][C:22]([NH2:24])=[O:23])=[N:5][C:6]([CH:17]([CH3:19])[CH3:18])=[N:7][C:8]=1[C:9]1[CH:14]=[CH:13][C:12]([Cl:15])=[C:11]([Cl:16])[CH:10]=1)#[N:2].CCOC(C)=O. (4) Given the product [F:21][C:18]([C:3]1[CH:2]=[CH:9][N:8]=[C:5]([N:35]=[C:22]([C:29]2[CH:30]=[CH:31][CH:32]=[CH:33][CH:34]=2)[C:23]2[CH:28]=[CH:27][CH:26]=[CH:25][CH:24]=2)[CH:4]=1)([F:20])[CH3:36], predict the reactants needed to synthesize it. The reactants are: Cl[C:2]1C=C[C:5]([NH:8][C:9](=O)OC2C=CC=CC=2)=[CH:4][C:3]=1[C:18]([F:21])([F:20])F.[C:22](=[NH:35])([C:29]1[CH:34]=[CH:33][CH:32]=[CH:31][CH:30]=1)[C:23]1[CH:28]=[CH:27][CH:26]=[CH:25][CH:24]=1.[C:36]([O-])([O-])=O.[Cs+].[Cs+].C1C=CC(P(C2C(C3C(P(C4C=CC=CC=4)C4C=CC=CC=4)=CC=C4C=3C=CC=C4)=C3C(C=CC=C3)=CC=2)C2C=CC=CC=2)=CC=1. (5) Given the product [CH2:23]([N:21]1[CH:22]=[C:18]([C:16]2[S:17][C:10]3[C:11](=[N:12][CH:13]=[CH:14][C:9]=3[O:8][C:7]3[CH:6]=[CH:5][C:4]([NH:25][C:26](=[O:32])[C:27]([NH:71][CH2:72][CH2:73][C:74]4[CH:79]=[CH:78][CH:77]=[CH:76][C:75]=4[O:80][CH3:81])=[O:28])=[CH:3][C:2]=3[F:1])[CH:15]=2)[N:19]=[CH:20]1)[CH3:24], predict the reactants needed to synthesize it. The reactants are: [F:1][C:2]1[CH:3]=[C:4]([NH:25][C:26](=[O:32])[C:27](OCC)=[O:28])[CH:5]=[CH:6][C:7]=1[O:8][C:9]1[CH:14]=[CH:13][N:12]=[C:11]2[CH:15]=[C:16]([C:18]3[N:19]=[CH:20][N:21]([CH2:23][CH3:24])[CH:22]=3)[S:17][C:10]=12.FC1C=C(NC(=O)C([NH:71][CH2:72][CH2:73][C:74]2[CH:79]=[CH:78][CH:77]=[CH:76][C:75]=2[O:80][CH3:81])=O)C=CC=1OC1C=CN=C2C=C(C3C=CC(OCCN4CCOCC4)=C(OC)C=3)SC=12. (6) Given the product [CH3:1][C:2]1[C:3]([C:15]2[CH:20]=[CH:19][CH:18]=[CH:17][CH:16]=2)=[N:4][C:5]2[C:10]([C:11]=1[C:12]([Cl:23])=[O:13])=[CH:9][CH:8]=[CH:7][CH:6]=2, predict the reactants needed to synthesize it. The reactants are: [CH3:1][C:2]1[C:3]([C:15]2[CH:20]=[CH:19][CH:18]=[CH:17][CH:16]=2)=[N:4][C:5]2[C:10]([C:11]=1[C:12](O)=[O:13])=[CH:9][CH:8]=[CH:7][CH:6]=2.S(Cl)([Cl:23])=O. (7) The reactants are: [CH3:1][O:2][C:3]1[CH:4]=[CH:5][CH:6]=[C:7]2[C:12]=1[N:11]([CH3:13])[C:10](=[O:14])[CH2:9][CH2:8]2.[CH3:15][O:16]C(Cl)Cl. Given the product [CH3:1][O:2][C:3]1[C:12]2[N:11]([CH3:13])[C:10](=[O:14])[CH2:9][CH2:8][C:7]=2[C:6]([CH:15]=[O:16])=[CH:5][CH:4]=1, predict the reactants needed to synthesize it.